From a dataset of Forward reaction prediction with 1.9M reactions from USPTO patents (1976-2016). Predict the product of the given reaction. (1) The product is: [O:1]=[C:2]1[CH2:11][CH2:10][CH2:9][C:8]2[CH:7]=[C:6]([C:12]([O:14][CH3:15])=[O:13])[CH:5]=[CH:4][C:3]1=2. Given the reactants [O:1]=[C:2]1[CH2:11][CH2:10][CH2:9][C:8]2[CH:7]=[C:6]([C:12]([OH:14])=[O:13])[CH:5]=[CH:4][C:3]1=2.[CH3:15][Si](C=[N+]=[N-])(C)C, predict the reaction product. (2) Given the reactants CN(CC)C.O=[C:7]1[NH:13][C:12]2[CH:14]=[CH:15][CH:16]=[N:17][C:11]=2[N:10]2[CH2:18][CH2:19][N:20]([C:22]([O:24][C:25]([CH3:28])([CH3:27])[CH3:26])=[O:23])[CH2:21][CH:9]2[CH2:8]1.CO.[OH-].[Na+], predict the reaction product. The product is: [N:17]1[C:11]2[N:10]3[CH2:18][CH2:19][N:20]([C:22]([O:24][C:25]([CH3:28])([CH3:27])[CH3:26])=[O:23])[CH2:21][CH:9]3[CH2:8][CH2:7][NH:13][C:12]=2[CH:14]=[CH:15][CH:16]=1. (3) Given the reactants [NH2:1][C:2]1[CH:3]=[C:4]([CH:10]=[CH:11][CH:12]=1)[C:5]([O:7]CC)=[O:6].[OH2:13].[OH-:14].[Li+].[OH-:16].[Li+].Cl, predict the reaction product. The product is: [NH2:1][C@H:2]([C:3]([OH:16])=[O:14])[CH2:12][CH2:11][C:10]([NH:1][C:2]1[CH:3]=[C:4]([CH:10]=[CH:11][CH:12]=1)[C:5]([OH:7])=[O:6])=[O:13]. (4) Given the reactants C([O:5][C:6]([N:8]1[CH2:13][CH2:12][CH:11]([C:14]2[N:23]=[C:22]([N:24]3[CH2:29][CH2:28][N:27]([C:30]4[CH:35]=[CH:34][CH:33]=[CH:32][C:31]=4[O:36][CH3:37])[CH2:26][CH2:25]3)[C:21]3[C:16](=[CH:17][C:18]([O:40][CH3:41])=[C:19]([O:38][CH3:39])[CH:20]=3)[N:15]=2)[CH2:10][CH2:9]1)=[O:7])(C)(C)C.[CH2:42](OC(N1CCC(C(O)=O)CC1)=O)[C:43]1[CH:48]=[CH:47][CH:46]=[CH:45][CH:44]=1, predict the reaction product. The product is: [CH2:42]([O:5][C:6]([N:8]1[CH2:13][CH2:12][CH:11]([C:14]2[N:23]=[C:22]([N:24]3[CH2:25][CH2:26][N:27]([C:30]4[CH:35]=[CH:34][CH:33]=[CH:32][C:31]=4[O:36][CH3:37])[CH2:28][CH2:29]3)[C:21]3[C:16](=[CH:17][C:18]([O:40][CH3:41])=[C:19]([O:38][CH3:39])[CH:20]=3)[N:15]=2)[CH2:10][CH2:9]1)=[O:7])[C:43]1[CH:48]=[CH:47][CH:46]=[CH:45][CH:44]=1. (5) Given the reactants C[O:2][C:3]([C:5]12[CH2:14][CH:9]3[CH2:10][CH:11]([CH2:13][CH:7]([CH2:8]3)[O:6]1)[CH2:12]2)=[O:4].[OH-].[Na+], predict the reaction product. The product is: [C:5]12([C:3]([OH:4])=[O:2])[CH2:14][CH:9]3[CH2:10][CH:11]([CH2:13][CH:7]([CH2:8]3)[O:6]1)[CH2:12]2. (6) Given the reactants [C:1]1([C:7]2[CH:8]=[CH:9][C:10]3[N:11]([C:13]([CH2:16][NH:17][C:18]4[CH:23]=[CH:22][N:21]=[CH:20][C:19]=4[NH2:24])=[N:14][N:15]=3)[N:12]=2)[CH:6]=[CH:5][CH:4]=[CH:3][CH:2]=1.[CH:25](OCC)(OCC)OCC.CC1C=CC(S(O)(=O)=O)=CC=1, predict the reaction product. The product is: [N:17]1([CH2:16][C:13]2[N:11]3[N:12]=[C:7]([C:1]4[CH:2]=[CH:3][CH:4]=[CH:5][CH:6]=4)[CH:8]=[CH:9][C:10]3=[N:15][N:14]=2)[C:18]2[CH:23]=[CH:22][N:21]=[CH:20][C:19]=2[N:24]=[CH:25]1. (7) Given the reactants [I:1][C:2]1[CH:3]=[C:4]([C:15]([OH:17])=O)[C:5](=[CH:9][C:10]=1[C:11]([F:14])([F:13])[F:12])[C:6](O)=[O:7].[NH2:18]C(N)=O, predict the reaction product. The product is: [I:1][C:2]1[CH:3]=[C:4]2[C:5](=[CH:9][C:10]=1[C:11]([F:14])([F:13])[F:12])[C:6](=[O:7])[NH:18][C:15]2=[O:17]. (8) Given the reactants [C:1]1([NH:7][N:8]=[CH:9][C:10]2[CH:11]=[CH:12][C:13]3[N:14]([CH2:23][CH3:24])[C:15]4[C:20]([C:21]=3[CH:22]=2)=[CH:19][CH:18]=[CH:17][CH:16]=4)[CH:6]=[CH:5][CH:4]=[CH:3][CH:2]=1.[OH-].[K+].C(=O)([O-])[O-].[K+].[K+].[CH3:33][C:34]([CH3:36])=[O:35], predict the reaction product. The product is: [O:35]1[CH2:36][CH:34]1[CH2:33][N:7]([C:1]1[CH:2]=[CH:3][CH:4]=[CH:5][CH:6]=1)[N:8]=[CH:9][C:10]1[CH:11]=[CH:12][C:13]2[N:14]([CH2:23][CH3:24])[C:15]3[C:20]([C:21]=2[CH:22]=1)=[CH:19][CH:18]=[CH:17][CH:16]=3.